The task is: Predict the reaction yield, written as a fraction of the theoretical maximum amount of product (1.0 means a 100% yield; for example, 0.34 means a 34% yield).. This data is from Reaction yield outcomes from USPTO patents with 853,638 reactions. The reactants are [N:1]1[C:8](F)=[N:7]C(F)=NC=1F.[Cl:10][C:11]1[CH:16]=[CH:15][C:14]([C:17]2([CH2:20][CH2:21][C:22]([OH:24])=O)[CH2:19][CH2:18]2)=[CH:13][CH:12]=1.N1C=C[CH:28]=[CH:27][CH:26]=1.C([N:34]([CH:37](C)C)[CH2:35][CH3:36])(C)C.[F-].C([N+](CCCC)(CCCC)CCCC)CCC.[CH2:58]1[CH2:62][O:61][CH2:60][CH2:59]1.[C:63]([O:66]CC)(=[O:65])C. The catalyst is ClCCl. The product is [Cl:10][C:11]1[CH:12]=[CH:13][C:14]([C:17]2([CH2:20][CH2:21][C:22]3[O:24][N:7]=[C:8]([C:26]4[CH:60]=[CH:59][C:58]([CH:62]([OH:61])[CH2:37][NH:34][CH2:35][CH2:36][C:63]([OH:66])=[O:65])=[CH:28][CH:27]=4)[N:1]=3)[CH2:18][CH2:19]2)=[CH:15][CH:16]=1. The yield is 0.250.